The task is: Predict which catalyst facilitates the given reaction.. This data is from Catalyst prediction with 721,799 reactions and 888 catalyst types from USPTO. (1) Reactant: [Cl:1][C:2]1[CH:7]=[CH:6][C:5]([CH:8](O)[C:9]2[C:10]([C:24]([O:26][CH2:27][CH3:28])=[O:25])=[N:11][N:12]([CH2:15][C:16]3[CH:21]=[CH:20][C:19]([O:22][CH3:23])=[CH:18][CH:17]=3)[C:13]=2[CH3:14])=[CH:4][CH:3]=1.C(N(CC)CC)C.O(S(C)(=O)=O)S(C)(=O)=O.C(O)(=O)C(O)=O.[NH2:52][C:53]1[CH:54]=[CH:55][C:56](=[O:60])[N:57]([CH3:59])[CH:58]=1. Product: [Cl:1][C:2]1[CH:7]=[CH:6][C:5]([CH:8]([NH:52][C:53]2[CH:54]=[CH:55][C:56](=[O:60])[N:57]([CH3:59])[CH:58]=2)[C:9]2[C:10]([C:24]([O:26][CH2:27][CH3:28])=[O:25])=[N:11][N:12]([CH2:15][C:16]3[CH:21]=[CH:20][C:19]([O:22][CH3:23])=[CH:18][CH:17]=3)[C:13]=2[CH3:14])=[CH:4][CH:3]=1. The catalyst class is: 2. (2) Product: [C:9]([N:16]1[CH2:26][CH2:25][CH2:19][CH2:18][CH2:17]1)([O:11][C:12]([CH3:13])([CH3:14])[CH3:15])=[O:10]. The catalyst class is: 7. Reactant: [C:9](O[C:9]([O:11][C:12]([CH3:15])([CH3:14])[CH3:13])=[O:10])([O:11][C:12]([CH3:15])([CH3:14])[CH3:13])=[O:10].[NH:16]1[CH2:26][CH2:25][CH:19](C(OCC)=O)[CH2:18][CH2:17]1. (3) Reactant: [S:1]1[CH:5]=[CH:4][CH:3]=[C:2]1[SH:6].C(=O)([O-])[O-].[K+].[K+].F[C:14]1[CH:21]=[CH:20][CH:19]=[CH:18][C:15]=1[CH:16]=[O:17]. Product: [S:1]1[CH:5]=[CH:4][CH:3]=[C:2]1[S:6][C:14]1[CH:21]=[CH:20][CH:19]=[CH:18][C:15]=1[CH:16]=[O:17]. The catalyst class is: 9. (4) Reactant: FC(F)(F)S(O)(=O)=O.[CH:9]1[C:23]2=[C:24]3[C:16]([C:17]4[C:22]2=[CH:21][CH:20]=[CH:19][CH:18]=4)=[CH:15][CH:14]=[CH:13][C:12]3=[C:11]([C:25]2[CH:26]=[C:27]3[C:32](=[CH:33][CH:34]=2)[CH:31]=[CH:30][CH:29]=[CH:28]3)[CH:10]=1.B(O)O.[CH2:38](COC)OC.C([O-])([O-])=O.[Na+].[Na+].[C:50]1([CH3:56])[CH:55]=[CH:54][CH:53]=[CH:52][CH:51]=1. Product: [CH:56]([C:50]1[CH:55]=[CH:54][C:53]([C:30]2[CH:31]=[C:32]3[C:27](=[CH:28][CH:29]=2)[CH:26]=[C:25]([C:11]2[CH:10]=[CH:9][C:23]4[C:22]5[C:17]([C:16]6[C:24]=4[C:12]=2[CH:13]=[CH:14][CH:15]=6)=[CH:18][CH:19]=[CH:20][CH:21]=5)[CH:34]=[CH:33]3)=[CH:52][CH:51]=1)=[CH2:38]. The catalyst class is: 73. (5) Reactant: [Cl-].O[NH3+:3].[C:4](=[O:7])([O-])[OH:5].[Na+].CS(C)=O.[CH:13]1([O:18][C:19]2[CH:24]=[CH:23][C:22]([N:25]3[C:30](=[O:31])[C:29]([CH2:32][C:33]4[CH:38]=[CH:37][C:36]([C:39]5[C:40]([C:45]#[N:46])=[CH:41][CH:42]=[CH:43][CH:44]=5)=[CH:35][CH:34]=4)=[C:28]([CH2:47][CH2:48][CH3:49])[N:27]=[C:26]3[CH3:50])=[CH:21][CH:20]=2)[CH2:17][CH2:16][CH2:15][CH2:14]1. Product: [CH:13]1([O:18][C:19]2[CH:20]=[CH:21][C:22]([N:25]3[C:30](=[O:31])[C:29]([CH2:32][C:33]4[CH:34]=[CH:35][C:36]([C:39]5[CH:44]=[CH:43][CH:42]=[CH:41][C:40]=5[C:45]5[NH:3][C:4](=[O:7])[O:5][N:46]=5)=[CH:37][CH:38]=4)=[C:28]([CH2:47][CH2:48][CH3:49])[N:27]=[C:26]3[CH3:50])=[CH:23][CH:24]=2)[CH2:17][CH2:16][CH2:15][CH2:14]1. The catalyst class is: 69.